Dataset: Peptide-MHC class II binding affinity with 134,281 pairs from IEDB. Task: Regression. Given a peptide amino acid sequence and an MHC pseudo amino acid sequence, predict their binding affinity value. This is MHC class II binding data. (1) The MHC is DRB3_0202 with pseudo-sequence DRB3_0202. The binding affinity (normalized) is 0.0819. The peptide sequence is WEQIFSTWLLKPGAG. (2) The peptide sequence is GTVVMQVKVSKGAPC. The MHC is DRB1_0701 with pseudo-sequence DRB1_0701. The binding affinity (normalized) is 0.566. (3) The peptide sequence is PFSRIRDGLQYGWKT. The MHC is DRB1_0801 with pseudo-sequence DRB1_0801. The binding affinity (normalized) is 0.335. (4) The peptide sequence is KEADYSQIPISINYR. The MHC is DRB1_1302 with pseudo-sequence DRB1_1302. The binding affinity (normalized) is 0.518. (5) The peptide sequence is NYNCKILPNTLVLDF. The MHC is HLA-DPA10103-DPB10201 with pseudo-sequence HLA-DPA10103-DPB10201. The binding affinity (normalized) is 0.455. (6) The MHC is DRB4_0101 with pseudo-sequence DRB4_0103. The peptide sequence is KEPLKECGGILQAYD. The binding affinity (normalized) is 0.509.